This data is from Full USPTO retrosynthesis dataset with 1.9M reactions from patents (1976-2016). The task is: Predict the reactants needed to synthesize the given product. (1) Given the product [C:31]([C:30]1[CH:33]=[CH:34][C:27]([N:22]2[C:23](=[O:26])[C:24]([CH3:25])=[C:20]([CH2:19][CH2:18][CH2:17][CH2:16][CH2:15][N:4]3[CH2:5][CH2:6][N:1]([C:7]([O:9][C:10]([CH3:13])([CH3:12])[CH3:11])=[O:8])[CH2:2][CH2:3]3)[C:21]2=[O:39])=[CH:28][C:29]=1[C:35]([F:38])([F:37])[F:36])#[N:32], predict the reactants needed to synthesize it. The reactants are: [N:1]1([C:7]([O:9][C:10]([CH3:13])([CH3:12])[CH3:11])=[O:8])[CH2:6][CH2:5][NH:4][CH2:3][CH2:2]1.I[CH2:15][CH2:16][CH2:17][CH2:18][CH2:19][C:20]1[C:21](=[O:39])[N:22]([C:27]2[CH:34]=[CH:33][C:30]([C:31]#[N:32])=[C:29]([C:35]([F:38])([F:37])[F:36])[CH:28]=2)[C:23](=[O:26])[C:24]=1[CH3:25]. (2) Given the product [Cl:8][C:5]1[N:4]=[CH:3][C:2]([CH2:10][CH2:11][C:12]([F:15])([F:14])[F:13])=[CH:7][N:6]=1, predict the reactants needed to synthesize it. The reactants are: Br[C:2]1[CH:3]=[N:4][C:5]([Cl:8])=[N:6][CH:7]=1.[Zn]([CH2:10][CH2:11][C:12]([F:15])([F:14])[F:13])[CH2:10][CH2:11][C:12]([F:15])([F:14])[F:13].